From a dataset of Full USPTO retrosynthesis dataset with 1.9M reactions from patents (1976-2016). Predict the reactants needed to synthesize the given product. (1) Given the product [I:18][CH2:19][CH2:20][CH2:21][C:12]([Cl:17])([Cl:11])[C:13]([O:15][CH3:16])=[O:14], predict the reactants needed to synthesize it. The reactants are: C(NC(C)C)(C)C.C(=O)=O.[Cl:11][CH:12]([Cl:17])[C:13]([O:15][CH3:16])=[O:14].[I:18][CH2:19][CH2:20][CH2:21]I.Cl. (2) Given the product [N:1]1[N:5]2[CH:6]=[CH:7][CH:8]=[N:9][C:4]2=[N:3][C:2]=1[CH:10]=[O:11], predict the reactants needed to synthesize it. The reactants are: [N:1]1[N:5]2[CH:6]=[CH:7][CH:8]=[N:9][C:4]2=[N:3][C:2]=1[CH2:10][OH:11]. (3) Given the product [CH3:48][C:37]1[CH:38]=[C:39]([N:43]2[CH:47]=[N:46][CH:45]=[N:44]2)[CH:40]=[C:41]([CH3:42])[C:36]=1[C:5]1[CH:4]=[CH:3][C:2]([F:1])=[C:10]2[C:6]=1[CH2:7][CH2:8][C@H:9]2[O:11][C:12]1[CH:25]=[CH:24][C:15]2[C@H:16]([CH2:19][C:20]([O:22][CH3:23])=[O:21])[CH2:17][O:18][C:14]=2[CH:13]=1, predict the reactants needed to synthesize it. The reactants are: [F:1][C:2]1[CH:3]=[CH:4][C:5](B2OC(C)(C)C(C)(C)O2)=[C:6]2[C:10]=1[C@H:9]([O:11][C:12]1[CH:25]=[CH:24][C:15]3[C@H:16]([CH2:19][C:20]([O:22][CH3:23])=[O:21])[CH2:17][O:18][C:14]=3[CH:13]=1)[CH2:8][CH2:7]2.Br[C:36]1[C:41]([CH3:42])=[CH:40][C:39]([N:43]2[CH:47]=[N:46][CH:45]=[N:44]2)=[CH:38][C:37]=1[CH3:48].BrC1C=CC(F)=C2C=1CC[C@H]2OC1C=CC2[C@H](CC(OC)=O)COC=2C=1. (4) Given the product [C:26]1([C:24]([C:11]2[CH:12]=[C:13]([O:16][CH2:17][C:18]3[CH:23]=[CH:22][CH:21]=[CH:20][CH:19]=3)[CH:14]=[CH:15][C:10]=2[NH2:9])=[O:25])[CH:27]=[CH:28][CH:29]=[CH:30][CH:31]=1, predict the reactants needed to synthesize it. The reactants are: C1(C([NH:9][C:10]2[CH:15]=[CH:14][C:13]([O:16][CH2:17][C:18]3[CH:23]=[CH:22][CH:21]=[CH:20][CH:19]=3)=[CH:12][C:11]=2[C:24]([C:26]2[CH:31]=[CH:30][CH:29]=[CH:28][CH:27]=2)=[O:25])=O)C=CC=CC=1.O1CCCC1. (5) Given the product [Br:43][CH2:15][CH2:16][CH2:17][CH2:18][O:19][C:20]1[CH:25]=[C:24]2[C:23]([CH2:30][CH2:29][C:27](=[O:28])[NH:26]2)=[CH:22][CH:21]=1, predict the reactants needed to synthesize it. The reactants are: C1C=C(N2CCN([CH2:15][CH2:16][CH2:17][CH2:18][O:19][C:20]3[CH:21]=[CH:22][C:23]4[CH2:30][CH2:29][C:27](=[O:28])[NH:26][C:24]=4[CH:25]=3)CC2)C(Cl)=C(Cl)C=1.OC1C=C2C(CCC(=O)N2)=CC=1.[Br:43]CCCCBr.C(=O)([O-])[O-].[K+].[K+]. (6) Given the product [Cl:28][C:23]1[CH:24]=[CH:25][CH:26]=[CH:27][C:22]=1[C@H:20]([O:19][C:13]1[CH:12]=[C:11]([N:8]2[C:7]3[CH:29]=[C:3]([CH2:2][NH:36][CH2:35][CH2:34][S:31]([CH3:30])(=[O:33])=[O:32])[CH:4]=[CH:5][C:6]=3[N:10]=[CH:9]2)[S:15][C:14]=1[C:16]([NH2:18])=[O:17])[CH3:21], predict the reactants needed to synthesize it. The reactants are: Cl[CH2:2][C:3]1[CH:4]=[CH:5][C:6]2[N:10]=[CH:9][N:8]([C:11]3[S:15][C:14]([C:16]([NH2:18])=[O:17])=[C:13]([O:19][C@@H:20]([C:22]4[CH:27]=[CH:26][CH:25]=[CH:24][C:23]=4[Cl:28])[CH3:21])[CH:12]=3)[C:7]=2[CH:29]=1.[CH3:30][S:31]([CH2:34][CH2:35][NH2:36])(=[O:33])=[O:32]. (7) Given the product [CH3:26][S:23]([C:20]1[CH:21]=[CH:22][C:17]([NH:16][C:15](=[O:27])[CH2:14][CH:11]2[CH2:12][CH2:13][NH:8][CH2:9][CH2:10]2)=[CH:18][CH:19]=1)(=[O:25])=[O:24], predict the reactants needed to synthesize it. The reactants are: C(OC([N:8]1[CH2:13][CH2:12][CH:11]([CH2:14][C:15](=[O:27])[NH:16][C:17]2[CH:22]=[CH:21][C:20]([S:23]([CH3:26])(=[O:25])=[O:24])=[CH:19][CH:18]=2)[CH2:10][CH2:9]1)=O)(C)(C)C.C(O)(C(F)(F)F)=O. (8) Given the product [CH3:25][O:24][C:22](=[O:23])[NH:21][CH:17]([C:16]([N:6]1[CH:5]([C:3](=[O:4])[NH:64][CH2:65][C:66]([C:68]2[CH:73]=[CH:72][C:71]([Br:74])=[CH:70][CH:69]=2)=[O:67])[CH2:9][N:8]([C:10]2[CH:11]=[CH:12][CH:13]=[CH:14][CH:15]=2)[CH2:7]1)=[O:26])[CH:18]([CH3:20])[CH3:19], predict the reactants needed to synthesize it. The reactants are: CO[C:3]([CH:5]1[CH2:9][N:8]([C:10]2[CH:15]=[CH:14][CH:13]=[CH:12][CH:11]=2)[CH2:7][N:6]1[C:16](=[O:26])[CH:17]([NH:21][C:22]([O:24][CH3:25])=[O:23])[CH:18]([CH3:20])[CH3:19])=[O:4].[Li+].[OH-].Cl.CN(C(ON1N=NC2C=CC=NC1=2)=[N+](C)C)C.F[P-](F)(F)(F)(F)F.CCN(C(C)C)C(C)C.Cl.[NH2:64][CH2:65][C:66]([C:68]1[CH:73]=[CH:72][C:71]([Br:74])=[CH:70][CH:69]=1)=[O:67].